This data is from M1 muscarinic receptor agonist screen with 61,833 compounds. The task is: Binary Classification. Given a drug SMILES string, predict its activity (active/inactive) in a high-throughput screening assay against a specified biological target. The drug is O=C(Nc1c(OCC)ccc(OCC)c1)CN1CCN(CC1)c1c(cc(cc1)C)C. The result is 0 (inactive).